Dataset: Reaction yield outcomes from USPTO patents with 853,638 reactions. Task: Predict the reaction yield, written as a fraction of the theoretical maximum amount of product (1.0 means a 100% yield; for example, 0.34 means a 34% yield). (1) The reactants are C([N:8]1[CH2:13][CH2:12][N:11]([CH2:14][CH2:15][C:16]2[CH:21]=[CH:20][N:19]=[CH:18][CH:17]=2)[CH2:10][CH2:9]1)(OC(C)(C)C)=O.[ClH:22]. The catalyst is CO. The product is [ClH:22].[N:19]1[CH:20]=[CH:21][C:16]([CH2:15][CH2:14][N:11]2[CH2:12][CH2:13][NH:8][CH2:9][CH2:10]2)=[CH:17][CH:18]=1. The yield is 0.920. (2) The reactants are C(OC(=O)[NH:7][CH:8]1[CH2:13][CH2:12][N:11]([S:14]([CH3:17])(=[O:16])=[O:15])[CH2:10][CH2:9]1)(C)(C)C.C(O)(C(F)(F)F)=O. The catalyst is C(Cl)Cl. The product is [CH3:17][S:14]([N:11]1[CH2:10][CH2:9][CH:8]([NH2:7])[CH2:13][CH2:12]1)(=[O:16])=[O:15]. The yield is 0.990. (3) The reactants are [Br:1][C:2]1[C:7]([N+:8]([O-])=O)=[CH:6][CH:5]=[CH:4][C:3]=1[O:11][CH3:12].C([O-])([O-])=O.[Na+].[Na+]. The catalyst is C(O)(=O)C.C(O)C.O.[Fe]. The product is [Br:1][C:2]1[C:3]([O:11][CH3:12])=[CH:4][CH:5]=[CH:6][C:7]=1[NH2:8]. The yield is 0.910.